The task is: Predict which catalyst facilitates the given reaction.. This data is from Catalyst prediction with 721,799 reactions and 888 catalyst types from USPTO. Reactant: [F:1][C:2]1[CH:7]=[C:6]([N+:8]([O-])=O)[CH:5]=[CH:4][C:3]=1[CH2:11][O:12][CH2:13][CH2:14][O:15][CH3:16]. Product: [F:1][C:2]1[CH:7]=[C:6]([CH:5]=[CH:4][C:3]=1[CH2:11][O:12][CH2:13][CH2:14][O:15][CH3:16])[NH2:8]. The catalyst class is: 123.